From a dataset of Full USPTO retrosynthesis dataset with 1.9M reactions from patents (1976-2016). Predict the reactants needed to synthesize the given product. (1) Given the product [CH2:16]([O:1][C:2]1[CH:7]=[CH:6][C:5]([C:8](=[O:10])[CH3:9])=[CH:4][C:3]=1[C:11]([F:12])([F:13])[F:14])[CH2:17][CH3:18], predict the reactants needed to synthesize it. The reactants are: [OH:1][C:2]1[CH:7]=[CH:6][C:5]([C:8](=[O:10])[CH3:9])=[CH:4][C:3]=1[C:11]([F:14])([F:13])[F:12].Br[CH2:16][CH2:17][CH3:18].C(=O)([O-])[O-].[K+].[K+]. (2) Given the product [CH3:1][C:2]1[C:7]([N+:8]([O-:10])=[O:9])=[CH:6][N:5]=[C:4]([OH:13])[CH:3]=1, predict the reactants needed to synthesize it. The reactants are: [CH3:1][C:2]1[C:7]([N+:8]([O-:10])=[O:9])=[CH:6][N:5]=[C:4](N)[CH:3]=1.N([O-])=[O:13].[Na+].[OH-].[Na+]. (3) The reactants are: S(Cl)([Cl:3])=O.O[CH2:6][CH2:7][O:8][C:9]1[CH:10]=[N:11][CH:12]=[CH:13][CH:14]=1. Given the product [ClH:3].[Cl:3][CH2:6][CH2:7][O:8][C:9]1[CH:10]=[N:11][CH:12]=[CH:13][CH:14]=1, predict the reactants needed to synthesize it. (4) Given the product [Cl:1][C:2]1[CH:3]=[CH:4][C:5]([NH:8][CH2:9][C@@H:10]2[CH2:15][CH2:14][C@H:13]([CH3:16])[CH2:12][NH:11]2)=[N:6][CH:7]=1, predict the reactants needed to synthesize it. The reactants are: [Cl:1][C:2]1[CH:3]=[CH:4][C:5]([NH:8][CH2:9][C@@H:10]2[CH2:15][CH2:14][C@H:13]([CH3:16])[CH2:12][N:11]2C(OC(C)(C)C)=O)=[N:6][CH:7]=1.C(O)(C(F)(F)F)=O. (5) Given the product [NH2:3][C:2]([CH3:1])=[CH:6][C:5]([C:7]1[CH:8]=[CH:9][C:10]([CH3:13])=[CH:11][CH:12]=1)=[O:4], predict the reactants needed to synthesize it. The reactants are: [CH3:1][C:2]1[CH:6]=[C:5]([C:7]2[CH:12]=[CH:11][C:10]([CH3:13])=[CH:9][CH:8]=2)[O:4][N:3]=1.